Dataset: Forward reaction prediction with 1.9M reactions from USPTO patents (1976-2016). Task: Predict the product of the given reaction. (1) Given the reactants [Cl:1][C:2]1[CH:8]=[CH:7][C:6]([O:9][CH3:10])=[CH:5][C:3]=1[NH2:4].C1C=CC([I+][C:18]2[C:23]([C:24]([O-:26])=[O:25])=[CH:22][CH:21]=[CH:20][CH:19]=2)=CC=1.O, predict the reaction product. The product is: [Cl:1][C:2]1[CH:8]=[CH:7][C:6]([O:9][CH3:10])=[CH:5][C:3]=1[NH:4][C:22]1[CH:21]=[CH:20][CH:19]=[CH:18][C:23]=1[C:24]([OH:26])=[O:25]. (2) Given the reactants Br[C:2]1[C:3]([F:13])=[CH:4][C:5]([N+:10]([O-:12])=[O:11])=[C:6]([NH:8][CH3:9])[CH:7]=1.[CH3:14][N:15](C=O)C, predict the reaction product. The product is: [F:13][C:3]1[CH:4]=[C:5]([N+:10]([O-:12])=[O:11])[C:6]([NH:8][CH3:9])=[CH:7][C:2]=1[C:14]#[N:15].